Dataset: Catalyst prediction with 721,799 reactions and 888 catalyst types from USPTO. Task: Predict which catalyst facilitates the given reaction. (1) Reactant: [S:1]1[CH:5]=[CH:4][C:3]2[C:6]([N:10]3[CH2:15][CH2:14][N:13]([CH2:16][CH2:17][CH2:18][CH2:19][N:20]4[C:29]5[C:24](=[CH:25][CH:26]=[CH:27][CH:28]=5)[CH2:23][CH2:22][C:21]4=[O:30])[CH2:12][CH2:11]3)=[CH:7][CH:8]=[CH:9][C:2]1=2.[Cl:31]CCCCN1C2C(=CC=CC=2)CCC1=O.C(O)C.Cl. The catalyst class is: 8. Product: [ClH:31].[S:1]1[CH:5]=[CH:4][C:3]2[C:6]([N:10]3[CH2:15][CH2:14][N:13]([CH2:16][CH2:17][CH2:18][CH2:19][N:20]4[C:29]5[C:24](=[CH:25][CH:26]=[CH:27][CH:28]=5)[CH2:23][CH2:22][C:21]4=[O:30])[CH2:12][CH2:11]3)=[CH:7][CH:8]=[CH:9][C:2]1=2. (2) Reactant: [Cl:1][C:2]1[N:7]=[CH:6][N:5]=[C:4]([NH2:8])[C:3]=1[NH2:9].[CH3:10][N:11]1[CH:15]=[C:14]([C:16](O)=O)[CH:13]=[N:12]1.[Cl-].[NH4+].N. Product: [Cl:1][C:2]1[N:7]=[CH:6][N:5]=[C:4]2[C:3]=1[N:9]=[C:16]([C:14]1[CH:13]=[N:12][N:11]([CH3:10])[CH:15]=1)[NH:8]2. The catalyst class is: 265. (3) Reactant: Cl[C:2]1[C:3]2[N:20]([CH3:21])[N:19]=[C:18]([CH2:22][CH2:23][CH3:24])[C:4]=2[N:5]=[C:6]([C:8]2[CH:13]=[CH:12][C:11]([C:14]([O:16][CH3:17])=[O:15])=[CH:10][CH:9]=2)[N:7]=1.[Cl:25][C:26]1[CH:27]=[C:28]([CH:31]=[CH:32][C:33]=1[O:34][CH3:35])[CH2:29][NH2:30]. Product: [Cl:25][C:26]1[CH:27]=[C:28]([CH:31]=[CH:32][C:33]=1[O:34][CH3:35])[CH2:29][NH:30][C:2]1[C:3]2[N:20]([CH3:21])[N:19]=[C:18]([CH2:22][CH2:23][CH3:24])[C:4]=2[N:5]=[C:6]([C:8]2[CH:9]=[CH:10][C:11]([C:14]([O:16][CH3:17])=[O:15])=[CH:12][CH:13]=2)[N:7]=1. The catalyst class is: 60. (4) Reactant: [Cl-].[Cl-].[Cl-].[Al+3].[N-:5]=[N+:6]=[N-:7].[Na+].[Br:9][C:10]1[C:11]([CH3:19])=[C:12]([CH:16]=[CH:17][CH:18]=1)C(Cl)=O.[N:20]([O-])=O.[Na+].Cl.[O:25]1[CH2:29]CCC1. Product: [CH3:19][C:11]1[C:10]([Br:9])=[CH:18][CH:17]=[CH:16][C:12]=1[N:5]1[C:29](=[O:25])[NH:20][N:7]=[N:6]1. The catalyst class is: 6. (5) Reactant: [Cl:1][C:2]1[CH:3]=[CH:4][C:5]2[NH:10][C:9](=[O:11])[O:8][C:7]([CH2:16][NH:17][C:18](=[O:26])[C:19]3[CH:24]=[CH:23][C:22]([F:25])=[CH:21][CH:20]=3)([C:12]([F:15])([F:14])[F:13])[C:6]=2[CH:27]=1.CCCCCC. Product: [Cl:1][C:2]1[CH:3]=[CH:4][C:5]2[NH:10][C:9](=[O:11])[O:8][C@@:7]([CH2:16][NH:17][C:18](=[O:26])[C:19]3[CH:24]=[CH:23][C:22]([F:25])=[CH:21][CH:20]=3)([C:12]([F:15])([F:14])[F:13])[C:6]=2[CH:27]=1. The catalyst class is: 41.